Dataset: Full USPTO retrosynthesis dataset with 1.9M reactions from patents (1976-2016). Task: Predict the reactants needed to synthesize the given product. (1) Given the product [Cl:21][C:22]1[CH:27]=[CH:26][C:25]([NH:28][C:29]([O:1][CH2:2][CH2:3][C:4]2[CH:5]=[CH:6][C:7]([CH2:10][CH:11]([O:17][CH:18]([CH3:19])[CH3:20])[C:12]([OH:14])=[O:13])=[CH:8][CH:9]=2)=[O:30])=[CH:24][CH:23]=1, predict the reactants needed to synthesize it. The reactants are: [OH:1][CH2:2][CH2:3][C:4]1[CH:9]=[CH:8][C:7]([CH2:10][CH:11]([O:17][CH:18]([CH3:20])[CH3:19])[C:12]([O:14]CC)=[O:13])=[CH:6][CH:5]=1.[Cl:21][C:22]1[CH:27]=[CH:26][C:25]([N:28]=[C:29]=[O:30])=[CH:24][CH:23]=1. (2) The reactants are: [CH3:1][N:2]1[C:7]2[C:8](C)=[CH:9][NH:10][C:6]=2[C:5](=[O:12])[N:4]([CH3:13])[C:3]1=[O:14].Br[CH2:16][C:17]([NH:19][C:20]1[S:21][CH:22]=[C:23]([C:25]2[CH:30]=[C:29]([F:31])[C:28]([O:32][CH2:33][CH:34]3[CH2:36][CH2:35]3)=[C:27]([F:37])[CH:26]=2)[N:24]=1)=[O:18].[H-].[Na+]. Given the product [CH3:1][N:2]1[C:7]2[CH:8]=[CH:9][N:10]([CH2:16][C:17]([NH:19][C:20]3[S:21][CH:22]=[C:23]([C:25]4[CH:26]=[C:27]([F:37])[C:28]([O:32][CH2:33][CH:34]5[CH2:36][CH2:35]5)=[C:29]([F:31])[CH:30]=4)[N:24]=3)=[O:18])[C:6]=2[C:5](=[O:12])[N:4]([CH3:13])[C:3]1=[O:14], predict the reactants needed to synthesize it. (3) Given the product [CH3:1][C:2]1[N:3]=[C:4]2[CH2:9][CH2:8][CH:7]([C:10]3[CH:11]=[C:12]4[C:25]5([CH2:29][O:28][C:27]([NH2:30])=[N:26]5)[C:21]5([CH2:24][O:23][CH2:22]5)[C:17]5([CH2:18][CH2:19][CH2:20]5)[O:16][C:13]4=[CH:14][CH:15]=3)[CH2:6][N:5]2[CH:31]=1, predict the reactants needed to synthesize it. The reactants are: [CH3:1][C:2]1[N:3]=[C:4]2[CH:9]=[CH:8][C:7]([C:10]3[CH:11]=[C:12]4[C:25]5([CH2:29][O:28][C:27]([NH2:30])=[N:26]5)[C:21]5([CH2:24][O:23][CH2:22]5)[C:17]5([CH2:20][CH2:19][CH2:18]5)[O:16][C:13]4=[CH:14][CH:15]=3)=[CH:6][N:5]2[CH:31]=1.C(O)(=O)C.[H][H]. (4) Given the product [CH2:1]([O:8][CH2:9][CH2:10][O:11][CH2:12][C:13]1[CH:14]=[CH:15][C:16]([CH:19]2[CH:20]([CH2:44][O:45][CH2:47][C:48]3[CH:49]=[N:50][CH:51]=[CH:52][CH:53]=3)[CH2:21][N:22]([C:37]([O:39][C:40]([CH3:41])([CH3:42])[CH3:43])=[O:38])[CH2:23][CH:24]2[O:25][CH2:26][C:27]2[CH:36]=[CH:35][C:34]3[C:29](=[CH:30][CH:31]=[CH:32][CH:33]=3)[CH:28]=2)=[CH:17][CH:18]=1)[C:2]1[CH:3]=[CH:4][CH:5]=[CH:6][CH:7]=1, predict the reactants needed to synthesize it. The reactants are: [CH2:1]([O:8][CH2:9][CH2:10][O:11][CH2:12][C:13]1[CH:18]=[CH:17][C:16]([CH:19]2[CH:24]([O:25][CH2:26][C:27]3[CH:36]=[CH:35][C:34]4[C:29](=[CH:30][CH:31]=[CH:32][CH:33]=4)[CH:28]=3)[CH2:23][N:22]([C:37]([O:39][C:40]([CH3:43])([CH3:42])[CH3:41])=[O:38])[CH2:21][CH:20]2[CH2:44][OH:45])=[CH:15][CH:14]=1)[C:2]1[CH:7]=[CH:6][CH:5]=[CH:4][CH:3]=1.Cl[CH2:47][C:48]1[CH:49]=[N:50][CH:51]=[CH:52][CH:53]=1. (5) Given the product [F:9][CH2:8][CH2:7][N:6]1[C:2]([NH:1][C:30]([C:31]2[CH:36]=[CH:35][CH:34]=[CH:33][CH:32]=2)([C:43]2[CH:44]=[CH:45][CH:46]=[CH:47][CH:48]=2)[C:37]2[CH:38]=[CH:39][CH:40]=[CH:41][CH:42]=2)=[C:3]([NH:10][C:11](=[O:22])[CH2:12][CH2:13][NH:14][C:15](=[O:21])[O:16][C:17]([CH3:19])([CH3:18])[CH3:20])[CH:4]=[N:5]1, predict the reactants needed to synthesize it. The reactants are: [NH2:1][C:2]1[N:6]([CH2:7][CH2:8][F:9])[N:5]=[CH:4][C:3]=1[NH:10][C:11](=[O:22])[CH2:12][CH2:13][NH:14][C:15](=[O:21])[O:16][C:17]([CH3:20])([CH3:19])[CH3:18].C(N(CC)CC)C.[C:30](Cl)([C:43]1[CH:48]=[CH:47][CH:46]=[CH:45][CH:44]=1)([C:37]1[CH:42]=[CH:41][CH:40]=[CH:39][CH:38]=1)[C:31]1[CH:36]=[CH:35][CH:34]=[CH:33][CH:32]=1.O. (6) Given the product [Br:1][C:2]1[CH:3]=[C:4]([C:13]([F:16])([F:15])[F:14])[CH:5]=[C:6]2[C:11]=1[N:10]=[C:9]([NH:25][C:22]1[CH:23]=[CH:24][C:19]([S:17]([NH2:27])(=[O:18])=[O:26])=[CH:20][CH:21]=1)[N:8]=[CH:7]2, predict the reactants needed to synthesize it. The reactants are: [Br:1][C:2]1[CH:3]=[C:4]([C:13]([F:16])([F:15])[F:14])[CH:5]=[C:6]2[C:11]=1[N:10]=[C:9](Cl)[N:8]=[CH:7]2.[S:17]([NH2:27])(=[O:26])([C:19]1[CH:24]=[CH:23][C:22]([NH2:25])=[CH:21][CH:20]=1)=[O:18]. (7) The reactants are: [ClH:1].[N:2]1([CH2:8][CH2:9][CH2:10][O:11][C:12]2[CH:20]=[CH:19][C:15]([C:16]([OH:18])=O)=[CH:14][CH:13]=2)[CH2:7][CH2:6][CH2:5][CH2:4][CH2:3]1.N=C=N.[NH:24]1[CH2:29][CH2:28][CH2:27][CH2:26][CH2:25]1. Given the product [ClH:1].[N:2]1([CH2:8][CH2:9][CH2:10][O:11][C:12]2[CH:13]=[CH:14][C:15]([C:16]([N:24]3[CH2:29][CH2:28][CH2:27][CH2:26][CH2:25]3)=[O:18])=[CH:19][CH:20]=2)[CH2:3][CH2:4][CH2:5][CH2:6][CH2:7]1, predict the reactants needed to synthesize it. (8) Given the product [CH3:1][C:2]1[NH:3][C:4]2[CH:9]=[C:8]([C:10]([O:12][CH2:13][CH3:14])=[O:11])[S:7][C:5]=2[N:6]=1, predict the reactants needed to synthesize it. The reactants are: [CH3:1][C:2]1[N:3](COCC[Si](C)(C)C)[C:4]2[CH:9]=[C:8]([C:10]([O:12][CH2:13][CH3:14])=[O:11])[S:7][C:5]=2[N:6]=1.Cl.C(=O)([O-])O.[Na+]. (9) Given the product [CH2:1]([O:8][C:9]1[CH:10]=[CH:11][C:12]([CH2:15][C@H:16]([O:29][CH2:30][CH3:31])[C:17]([OH:18])=[O:32])=[CH:13][CH:14]=1)[C:2]1[CH:3]=[CH:4][CH:5]=[CH:6][CH:7]=1, predict the reactants needed to synthesize it. The reactants are: [CH2:1]([O:8][C:9]1[CH:14]=[CH:13][C:12]([CH2:15][C@H:16]([O:29][CH2:30][CH3:31])[C:17](N[C@H](C2C=CC=CC=2)CO)=[O:18])=[CH:11][CH:10]=1)[C:2]1[CH:7]=[CH:6][CH:5]=[CH:4][CH:3]=1.[OH:32]S(O)(=O)=O.[OH-].[Na+].